Dataset: Full USPTO retrosynthesis dataset with 1.9M reactions from patents (1976-2016). Task: Predict the reactants needed to synthesize the given product. Given the product [C:11]1([S:17][C:6]2[CH:5]=[N:4][CH:3]=[C:2]3[S:24][C:25]([C:26]([NH2:28])=[O:27])=[CH:8][C:7]=23)[CH:16]=[CH:15][CH:14]=[CH:13][CH:12]=1, predict the reactants needed to synthesize it. The reactants are: Cl[C:2]1[CH:3]=[N:4][CH:5]=[C:6](Cl)[C:7]=1[CH:8]=O.[C:11]1([SH:17])[CH:16]=[CH:15][CH:14]=[CH:13][CH:12]=1.C(=O)([O-])[O-].[K+].[K+].[SH:24][CH2:25][C:26]([NH2:28])=[O:27].C(=O)([O-])[O-].[Cs+].[Cs+].